Task: Predict the reactants needed to synthesize the given product.. Dataset: Full USPTO retrosynthesis dataset with 1.9M reactions from patents (1976-2016) (1) Given the product [CH2:16]([N:15]1[C:4](=[O:3])[C:6]2[C:10]([CH3:11])=[CH:9][S:8][C:7]=2[NH:12][C:13]1=[O:14])[CH3:17], predict the reactants needed to synthesize it. The reactants are: C([O:3][C:4]([C:6]1[C:10]([CH3:11])=[CH:9][S:8][C:7]=1[NH:12][C:13]([NH:15][CH2:16][CH3:17])=[O:14])=O)C.[O-]CC.[Na+].Cl.O. (2) Given the product [CH2:29]([O:32][NH:33][C:21](=[O:22])[C:20]1[CH:24]=[CH:25][CH:26]=[CH:27][C:19]=1[NH:18][C:14]1[CH:13]=[C:12]2[C:17]([C:9](/[CH:8]=[CH:7]/[C:2]3[CH:3]=[CH:4][CH:5]=[CH:6][N:1]=3)=[N:10][NH:11]2)=[CH:16][CH:15]=1)[CH:30]=[CH2:31], predict the reactants needed to synthesize it. The reactants are: [N:1]1[CH:6]=[CH:5][CH:4]=[CH:3][C:2]=1[CH:7]=[CH:8][C:9]1[C:17]2[C:12](=[CH:13][C:14]([NH:18][C:19]3[CH:27]=[CH:26][CH:25]=[CH:24][C:20]=3[C:21](O)=[O:22])=[CH:15][CH:16]=2)[NH:11][N:10]=1.Cl.[CH2:29]([O:32][NH2:33])[CH:30]=[CH2:31].C(N(CC)CC)C.CN(C(ON1N=NC2C=CC=NC1=2)=[N+](C)C)C.F[P-](F)(F)(F)(F)F. (3) Given the product [CH2:22]([O:1][N:2]1[C:3](=[O:12])[C:4]2[C:5](=[CH:8][CH:9]=[CH:10][CH:11]=2)[C:6]1=[O:7])[CH:21]=[CH2:20], predict the reactants needed to synthesize it. The reactants are: [OH:1][N:2]1[C:6](=[O:7])[C:5]2=[CH:8][CH:9]=[CH:10][CH:11]=[C:4]2[C:3]1=[O:12].C(N(CC)CC)C.[CH2:20](Br)[CH:21]=[CH2:22]. (4) Given the product [CH3:1][CH:2]([CH2:4][CH2:5][CH2:6][C@H:7]([C@@H:9]1[C@:26]2([CH3:27])[C@H:12]([C@H:13]3[C@H:23]([CH2:24][CH2:25]2)[C@:21]2([CH3:22])[C:16](=[CH:17][C:18](=[N:30][OH:31])[CH:19]=[CH:20]2)[CH2:15][CH2:14]3)[CH2:11][CH2:10]1)[CH3:8])[CH3:3], predict the reactants needed to synthesize it. The reactants are: [CH3:1][CH:2]([CH2:4][CH2:5][CH2:6][C@H:7]([C@@H:9]1[C@:26]2([CH3:27])[C@H:12]([C@H:13]3[C@H:23]([CH2:24][CH2:25]2)[C@:21]2([CH3:22])[C:16](=[CH:17][C:18](=O)[CH:19]=[CH:20]2)[CH2:15][CH2:14]3)[CH2:11][CH2:10]1)[CH3:8])[CH3:3].Cl.[NH2:30][OH:31]. (5) Given the product [C:1]([O:5][C:6](=[O:13])[NH:7][C@H:8]([C:10]1[N:34]([C:35]2[CH:40]=[CH:39][CH:38]=[CH:37][N:36]=2)[C:29]2[C:28]([CH3:41])=[C:27]([F:26])[CH:32]=[CH:31][C:30]=2[N:11]=1)[CH3:9])([CH3:4])([CH3:3])[CH3:2], predict the reactants needed to synthesize it. The reactants are: [C:1]([O:5][C:6](=[O:13])[NH:7][C@H:8]([C:10](=O)[NH2:11])[CH3:9])([CH3:4])([CH3:3])[CH3:2].F[B-](F)(F)F.C([O+](CC)CC)C.[F:26][C:27]1[C:28]([CH3:41])=[C:29]([NH:34][C:35]2[CH:40]=[CH:39][CH:38]=[CH:37][N:36]=2)[C:30](N)=[CH:31][CH:32]=1. (6) Given the product [Cl:1][C:2]1[CH:11]=[C:10]([CH:12]([NH:14][C:23]2[N:31]=[CH:30][N:29]=[C:28]3[C:24]=2[N:25]=[CH:26][NH:27]3)[CH3:13])[C:9]([C:15]2[CH:20]=[CH:19][CH:18]=[C:17]([F:21])[CH:16]=2)=[C:8]2[C:3]=1[CH:4]=[CH:5][N:6]=[N:7]2, predict the reactants needed to synthesize it. The reactants are: [Cl:1][C:2]1[CH:11]=[C:10]([CH:12]([NH2:14])[CH3:13])[C:9]([C:15]2[CH:20]=[CH:19][CH:18]=[C:17]([F:21])[CH:16]=2)=[C:8]2[C:3]=1[CH:4]=[CH:5][N:6]=[N:7]2.Br[C:23]1[N:31]=[CH:30][N:29]=[C:28]2[C:24]=1[N:25]=[CH:26][N:27]2C1CCCCO1.C(N(CC)C(C)C)(C)C.Cl.O. (7) Given the product [CH3:49][N:48]([CH3:50])[C:45]1[CH:46]=[CH:47][C:42]([CH2:41][NH:40][C:3]([C:5]2[N:14]3[C:8]([CH2:9][N:10]([C:19]([C:21]4[CH:26]=[CH:25][C:24]([C:27]5[CH:32]=[CH:31][CH:30]=[CH:29][C:28]=5[CH3:33])=[C:23]([O:34][CH3:35])[CH:22]=4)=[O:20])[C:11]4[CH:18]=[CH:17][CH:16]=[CH:15][C:12]=4[CH2:13]3)=[CH:7][CH:6]=2)=[O:4])=[CH:43][CH:44]=1, predict the reactants needed to synthesize it. The reactants are: ClC(Cl)(Cl)[C:3]([C:5]1[N:14]2[C:8]([CH2:9][N:10]([C:19]([C:21]3[CH:26]=[CH:25][C:24]([C:27]4[CH:32]=[CH:31][CH:30]=[CH:29][C:28]=4[CH3:33])=[C:23]([O:34][CH3:35])[CH:22]=3)=[O:20])[C:11]3[CH:18]=[CH:17][CH:16]=[CH:15][C:12]=3[CH2:13]2)=[CH:7][CH:6]=1)=[O:4].Cl.Cl.[NH2:40][CH2:41][C:42]1[CH:47]=[CH:46][C:45]([N:48]([CH3:50])[CH3:49])=[CH:44][CH:43]=1.C(N(CC)CC)C.